The task is: Predict which catalyst facilitates the given reaction.. This data is from Catalyst prediction with 721,799 reactions and 888 catalyst types from USPTO. Reactant: [CH3:1][O:2][C:3](=[O:30])[NH:4][C@H:5]([C:9]([N:11]1[CH2:15][C@@H:14]([O:16][CH3:17])[CH2:13][C@H:12]1[C:18]1[NH:19][C:20]([C:23]2[CH:28]=[CH:27][C:26](Br)=[CH:25][CH:24]=2)=[CH:21][N:22]=1)=[O:10])[CH:6]([CH3:8])[CH3:7].[CH3:31][C:32]1([CH3:48])[C:36]([CH3:38])([CH3:37])[O:35][B:34]([B:34]2[O:35][C:36]([CH3:38])([CH3:37])[C:32]([CH3:48])([CH3:31])[O:33]2)[O:33]1.C([O-])(=O)C.[K+]. Product: [CH3:1][O:2][C:3](=[O:30])[NH:4][C@H:5]([C:9]([N:11]1[CH2:15][C@@H:14]([O:16][CH3:17])[CH2:13][C@H:12]1[C:18]1[NH:22][CH:21]=[C:20]([C:23]2[CH:28]=[CH:27][C:26]([B:34]3[O:35][C:36]([CH3:38])([CH3:37])[C:32]([CH3:48])([CH3:31])[O:33]3)=[CH:25][CH:24]=2)[N:19]=1)=[O:10])[CH:6]([CH3:8])[CH3:7]. The catalyst class is: 439.